From a dataset of Full USPTO retrosynthesis dataset with 1.9M reactions from patents (1976-2016). Predict the reactants needed to synthesize the given product. (1) Given the product [C:1]([NH:5][C:6](=[O:7])[OH:8])([CH3:4])([CH3:3])[CH3:2].[CH:19]1([CH2:11][C:12]2([S:15]([NH2:18])(=[O:17])=[O:16])[CH2:14][CH2:13]2)[CH2:21][CH2:20]1, predict the reactants needed to synthesize it. The reactants are: [C:1]([NH:5][C:6](=[O:8])[OH:7])([CH3:4])([CH3:3])[CH3:2].CO[CH2:11][C:12]1([S:15]([NH2:18])(=[O:17])=[O:16])[CH2:14][CH2:13]1.[CH:19]1(CBr)[CH2:21][CH2:20]1. (2) The reactants are: [C:1]([OH:12])(=O)[CH2:2][O:3][CH2:4][CH2:5][O:6][CH2:7][CH2:8][CH2:9][CH3:10].C(N(CC)CC)C.C(Cl)CCl.[NH2:24][C@@H:25]([CH2:34][N:35]1[CH2:40][CH2:39][O:38][CH2:37][CH2:36]1)[C@H:26]([C:28]1[CH:33]=[CH:32][CH:31]=[CH:30][CH:29]=1)[OH:27]. Given the product [C:1]([NH:24][C@@H:25]([CH2:34][N:35]1[CH2:36][CH2:37][O:38][CH2:39][CH2:40]1)[C@H:26]([C:28]1[CH:29]=[CH:30][CH:31]=[CH:32][CH:33]=1)[OH:27])(=[O:12])[CH2:2][O:3][CH2:4][CH2:5][O:6][CH2:7][CH2:8][CH2:9][CH3:10], predict the reactants needed to synthesize it.